This data is from Catalyst prediction with 721,799 reactions and 888 catalyst types from USPTO. The task is: Predict which catalyst facilitates the given reaction. (1) Product: [Br-:14].[CH2:15]([N:11]1[CH:12]=[CH:13][N+:9]([C:4]2[CH:5]=[CH:6][CH:7]=[CH:8][C:3]=2[O:2][CH3:1])=[CH:10]1)[CH2:16][CH2:17][CH2:18][CH2:19][CH3:20]. The catalyst class is: 1. Reactant: [CH3:1][O:2][C:3]1[CH:8]=[CH:7][CH:6]=[CH:5][C:4]=1[N:9]1[CH:13]=[CH:12][N:11]=[CH:10]1.[Br:14][CH2:15][CH2:16][CH2:17][CH2:18][CH2:19][CH3:20]. (2) Reactant: [F:1][C:2]([F:17])([F:16])[C:3]1[CH:15]=[CH:14][C:6]([C:7]([NH:9][CH2:10][C:11]([OH:13])=[O:12])=O)=[CH:5][CH:4]=1.[CH2:18]([O:25][C:26]1[CH:33]=[CH:32][C:29]([CH:30]=O)=[CH:28][CH:27]=1)[C:19]1[CH:24]=[CH:23][CH:22]=[CH:21][CH:20]=1.C([O-])(=O)C.[Na+]. Product: [CH2:18]([O:25][C:26]1[CH:27]=[CH:28][C:29]([CH:30]=[C:10]2[C:11](=[O:12])[O:13][C:7]([C:6]3[CH:5]=[CH:4][C:3]([C:2]([F:1])([F:16])[F:17])=[CH:15][CH:14]=3)=[N:9]2)=[CH:32][CH:33]=1)[C:19]1[CH:20]=[CH:21][CH:22]=[CH:23][CH:24]=1. The catalyst class is: 152. (3) Reactant: [NH2:1][C:2]1[C:3]([OH:12])=[N:4][CH:5]=[C:6]([C:8]([F:11])([F:10])[F:9])[CH:7]=1.[C:13](O)(=[O:20])[C:14]1[CH:19]=[CH:18][N:17]=[CH:16][CH:15]=1.CCN=C=NCCCN(C)C.N1C=CC=CC=1. Product: [OH:12][C:3]1[C:2]([NH:1][C:13](=[O:20])[C:14]2[CH:19]=[CH:18][N:17]=[CH:16][CH:15]=2)=[CH:7][C:6]([C:8]([F:11])([F:9])[F:10])=[CH:5][N:4]=1. The catalyst class is: 6. (4) Reactant: [CH:1]([CH:3]1[CH2:8][CH2:7][N:6]([C:9]([O:11][CH2:12][C:13]2[CH:18]=[CH:17][CH:16]=[CH:15][CH:14]=2)=[O:10])[CH2:5][CH2:4]1)=O.C1(C)C(S(O)(=O)=O)=CC=CC=1.[CH3:30][C:31](=[O:34])[CH:32]=[CH2:33]. Product: [O:34]=[C:31]1[CH2:32][CH2:33][C:3]2([CH2:8][CH2:7][N:6]([C:9]([O:11][CH2:12][C:13]3[CH:18]=[CH:17][CH:16]=[CH:15][CH:14]=3)=[O:10])[CH2:5][CH2:4]2)[CH:1]=[CH:30]1. The catalyst class is: 48. (5) Reactant: Cl[C:2](Cl)([O:4]C(=O)OC(Cl)(Cl)Cl)Cl.[Cl:13][C:14]1[C:15]([NH:27][NH2:28])=[N:16][CH:17]=[CH:18][C:19]=1[C:20]1[CH:25]=[CH:24][C:23]([CH3:26])=[CH:22][CH:21]=1. Product: [Cl:13][C:14]1[C:15]2[N:16]([C:2](=[O:4])[NH:28][N:27]=2)[CH:17]=[CH:18][C:19]=1[C:20]1[CH:21]=[CH:22][C:23]([CH3:26])=[CH:24][CH:25]=1. The catalyst class is: 1. (6) Reactant: [C:1]([O:6][CH2:7][CH3:8])(=[O:5])[CH:2]([CH3:4])[CH3:3].[Li+].CC([N-]C(C)C)C.[CH2:17]([I:19])I.[NH4+].[Cl-]. Product: [I:19][CH2:17][C:2]([CH3:4])([CH3:3])[C:1]([O:6][CH2:7][CH3:8])=[O:5]. The catalyst class is: 1. (7) Reactant: [F:1][CH:2]([F:30])[CH2:3][O:4][C:5]1[CH:6]=[C:7]2[C:12](=[CH:13][CH:14]=1)[N:11]([CH:15]1[CH2:20][CH2:19][N:18](C(OC(C)(C)C)=O)[CH2:17][CH2:16]1)[C:10](=[O:28])[NH:9][C:8]2=[O:29]. Product: [F:30][CH:2]([F:1])[CH2:3][O:4][C:5]1[CH:6]=[C:7]2[C:12](=[CH:13][CH:14]=1)[N:11]([CH:15]1[CH2:16][CH2:17][NH:18][CH2:19][CH2:20]1)[C:10](=[O:28])[NH:9][C:8]2=[O:29]. The catalyst class is: 106. (8) Reactant: Br[C:2]1[CH:7]=[C:6]([Br:8])[CH:5]=[CH:4][N:3]=1.Br[Zn][CH2:11][CH2:12][C:13]([O:15][CH2:16][CH3:17])=[O:14]. Product: [Br:8][C:6]1[CH:5]=[CH:4][N:3]=[C:2]([CH2:11][CH2:12][C:13]([O:15][CH2:16][CH3:17])=[O:14])[CH:7]=1. The catalyst class is: 176. (9) Reactant: Cl[C:2]1[CH:7]=[C:6]([O:8][CH3:9])[N:5]=[CH:4][N:3]=1.[CH2:10]([Sn:14]([CH2:32][CH2:33][CH2:34][CH3:35])([CH2:28][CH2:29][CH2:30][CH3:31])[Sn:14]([CH2:28][CH2:29][CH2:30][CH3:31])([CH2:32][CH2:33][CH2:34][CH3:35])[CH2:10][CH2:11][CH2:12][CH3:13])[CH2:11][CH2:12][CH3:13]. Product: [CH3:9][O:8][C:6]1[CH:7]=[C:2]([Sn:14]([CH2:28][CH2:29][CH2:30][CH3:31])([CH2:32][CH2:33][CH2:34][CH3:35])[CH2:10][CH2:11][CH2:12][CH3:13])[N:3]=[CH:4][N:5]=1. The catalyst class is: 206.